This data is from TCR-epitope binding with 47,182 pairs between 192 epitopes and 23,139 TCRs. The task is: Binary Classification. Given a T-cell receptor sequence (or CDR3 region) and an epitope sequence, predict whether binding occurs between them. (1) The epitope is KAYNVTQAF. The TCR CDR3 sequence is CASSLDRGEVYGYTF. Result: 1 (the TCR binds to the epitope). (2) The epitope is TEKSNIIRGW. The TCR CDR3 sequence is CASSSDRDHEQYF. Result: 0 (the TCR does not bind to the epitope). (3) The epitope is KLWAQCVQL. The TCR CDR3 sequence is CASSERVIRRGQEAFF. Result: 1 (the TCR binds to the epitope).